This data is from NCI-60 drug combinations with 297,098 pairs across 59 cell lines. The task is: Regression. Given two drug SMILES strings and cell line genomic features, predict the synergy score measuring deviation from expected non-interaction effect. Drug 1: CC1C(C(CC(O1)OC2CC(OC(C2O)C)OC3=CC4=CC5=C(C(=O)C(C(C5)C(C(=O)C(C(C)O)O)OC)OC6CC(C(C(O6)C)O)OC7CC(C(C(O7)C)O)OC8CC(C(C(O8)C)O)(C)O)C(=C4C(=C3C)O)O)O)O. Drug 2: CC1=C(N=C(N=C1N)C(CC(=O)N)NCC(C(=O)N)N)C(=O)NC(C(C2=CN=CN2)OC3C(C(C(C(O3)CO)O)O)OC4C(C(C(C(O4)CO)O)OC(=O)N)O)C(=O)NC(C)C(C(C)C(=O)NC(C(C)O)C(=O)NCCC5=NC(=CS5)C6=NC(=CS6)C(=O)NCCC[S+](C)C)O. Cell line: A498. Synergy scores: CSS=50.4, Synergy_ZIP=-1.48, Synergy_Bliss=2.46, Synergy_Loewe=0.805, Synergy_HSA=1.21.